Task: Predict which catalyst facilitates the given reaction.. Dataset: Catalyst prediction with 721,799 reactions and 888 catalyst types from USPTO Reactant: [NH:1]1[C:9]2[C:4](=[CH:5][C:6]([NH:10][C:11]3[C:20]4[C:15](=[CH:16][CH:17]=[CH:18][CH:19]=4)[N:14]=[C:13]([C:21]4[CH:22]=[C:23]([CH:29]=[CH:30][CH:31]=4)[O:24][CH2:25][C:26](O)=[O:27])[N:12]=3)=[CH:7][CH:8]=2)[CH:3]=[N:2]1.C1CN([P+](ON2N=NC3C=CC=CC2=3)(N2CCCC2)N2CCCC2)CC1.F[P-](F)(F)(F)(F)F.CCN(C(C)C)C(C)C.[NH2:74][C:75]1[CH:76]=[N:77][CH:78]=[CH:79][CH:80]=1. Product: [NH:1]1[C:9]2[C:4](=[CH:5][C:6]([NH:10][C:11]3[C:20]4[C:15](=[CH:16][CH:17]=[CH:18][CH:19]=4)[N:14]=[C:13]([C:21]4[CH:22]=[C:23]([CH:29]=[CH:30][CH:31]=4)[O:24][CH2:25][C:26]([NH:74][C:75]4[CH:76]=[N:77][CH:78]=[CH:79][CH:80]=4)=[O:27])[N:12]=3)=[CH:7][CH:8]=2)[CH:3]=[N:2]1. The catalyst class is: 59.